From a dataset of Catalyst prediction with 721,799 reactions and 888 catalyst types from USPTO. Predict which catalyst facilitates the given reaction. Reactant: P(Cl)(Cl)(Cl)=O.O[CH:7]([C:23]1[CH:28]=[CH:27][CH:26]=[C:25]([O:29][CH3:30])[CH:24]=1)[CH2:8][NH:9][C:10](=O)[CH2:11][C:12]1[CH:17]=[CH:16][C:15]([CH2:18][CH2:19][CH2:20][CH3:21])=[CH:14][CH:13]=1.C(=O)([O-])O.[Na+]. Product: [CH2:18]([C:15]1[CH:16]=[CH:17][C:12]([CH2:11][C:10]2[C:28]3[C:23](=[CH:24][C:25]([O:29][CH3:30])=[CH:26][CH:27]=3)[CH:7]=[CH:8][N:9]=2)=[CH:13][CH:14]=1)[CH2:19][CH2:20][CH3:21]. The catalyst class is: 10.